This data is from Reaction yield outcomes from USPTO patents with 853,638 reactions. The task is: Predict the reaction yield, written as a fraction of the theoretical maximum amount of product (1.0 means a 100% yield; for example, 0.34 means a 34% yield). (1) The reactants are [C:1]([O:5][C:6](=[O:22])[NH:7][C@H:8]([C:19](=[S:21])[NH2:20])[CH2:9][C:10]1[CH:15]=[CH:14][C:13]([N+:16]([O-:18])=[O:17])=[CH:12][CH:11]=1)([CH3:4])([CH3:3])[CH3:2].Br[CH2:24][C:25]([C:27]1[CH:32]=[CH:31][CH:30]=[CH:29][CH:28]=1)=O.N1C=CC=CC=1.CC(OC(OC(OC(C)(C)C)=O)=O)(C)C. The catalyst is CC#N.C(OCC)C. The product is [C:1]([O:5][C:6](=[O:22])[NH:7][C@H:8]([C:19]1[S:21][CH:24]=[C:25]([C:27]2[CH:32]=[CH:31][CH:30]=[CH:29][CH:28]=2)[N:20]=1)[CH2:9][C:10]1[CH:15]=[CH:14][C:13]([N+:16]([O-:18])=[O:17])=[CH:12][CH:11]=1)([CH3:4])([CH3:2])[CH3:3]. The yield is 0.390. (2) The reactants are Cl[C:2]1[N:10]=[C:9]([Cl:11])[CH:8]=[CH:7][C:3]=1[C:4]([OH:6])=[O:5].[NH3:12]. No catalyst specified. The product is [NH2:12][C:2]1[N:10]=[C:9]([Cl:11])[CH:8]=[CH:7][C:3]=1[C:4]([OH:6])=[O:5]. The yield is 0.675. (3) The reactants are [N:1]1[N:2]=[C:3]([C:6]2[CH:11]=[CH:10][CH:9]=[CH:8][C:7]=2[C:12]([N:14]2[CH2:21][CH:20]3[CH:16]([CH2:17][NH:18][CH2:19]3)[CH2:15]2)=[O:13])[NH:4][CH:5]=1.Cl[C:23]1[N:28]=[C:27]([CH3:29])[C:26]([CH3:30])=[C:25]([CH3:31])[N:24]=1.CCN(C(C)C)C(C)C. The catalyst is C(#N)C. The product is [N:1]1[N:2]=[C:3]([C:6]2[CH:11]=[CH:10][CH:9]=[CH:8][C:7]=2[C:12]([N:14]2[CH2:15][CH:16]3[CH:20]([CH2:19][N:18]([C:23]4[N:28]=[C:27]([CH3:29])[C:26]([CH3:30])=[C:25]([CH3:31])[N:24]=4)[CH2:17]3)[CH2:21]2)=[O:13])[NH:4][CH:5]=1. The yield is 0.290. (4) The yield is 0.720. The product is [CH3:25][O:24][C:22](=[O:23])[C:21]1[CH:26]=[CH:27][C:18]([O:16][CH2:15][C:14]2[C:10]([C:7]3[CH:6]=[CH:5][C:4]([Cl:3])=[CH:9][CH:8]=3)=[N:11][O:12][CH:13]=2)=[N:19][CH:20]=1. The reactants are [H-].[Na+].[Cl:3][C:4]1[CH:9]=[CH:8][C:7]([C:10]2[C:14]([CH2:15][OH:16])=[CH:13][O:12][N:11]=2)=[CH:6][CH:5]=1.Cl[C:18]1[CH:27]=[CH:26][C:21]([C:22]([O:24][CH3:25])=[O:23])=[CH:20][N:19]=1.[Cl-].[Na+]. The catalyst is C1COCC1.